This data is from Forward reaction prediction with 1.9M reactions from USPTO patents (1976-2016). The task is: Predict the product of the given reaction. (1) The product is: [CH3:12][C:9]1[CH:10]=[C:11]2[C:6](=[CH:7][CH:8]=1)[N:5]=[C:4]([N:13]1[CH2:19][C:18]3[CH:20]=[CH:21][CH:22]=[CH:23][C:17]=3[S:16](=[O:25])(=[O:24])[CH2:15][CH2:14]1)[CH:3]=[C:2]2[S:32][C:26]1[CH:31]=[CH:30][CH:29]=[CH:28][CH:27]=1. Given the reactants Cl[C:2]1[C:11]2[C:6](=[CH:7][CH:8]=[C:9]([CH3:12])[CH:10]=2)[N:5]=[C:4]([N:13]2[CH2:19][C:18]3[CH:20]=[CH:21][CH:22]=[CH:23][C:17]=3[S:16](=[O:25])(=[O:24])[CH2:15][CH2:14]2)[CH:3]=1.[C:26]1([SH:32])[CH:31]=[CH:30][CH:29]=[CH:28][CH:27]=1, predict the reaction product. (2) Given the reactants [NH2:1][C:2]1[CH:28]=[CH:27][CH:26]=[CH:25][C:3]=1[CH2:4][NH:5][C:6]([NH:8][C:9]1[N:13]([C:14]2[CH:19]=[CH:18][C:17]([CH3:20])=[CH:16][CH:15]=2)[N:12]=[C:11]([C:21]([CH3:24])([CH3:23])[CH3:22])[CH:10]=1)=[O:7].[Cl:29][C:30]1[N:35]=[C:34](Cl)[CH:33]=[CH:32][N:31]=1.C(N(CC)C(C)C)(C)C.[Cl-].[NH4+], predict the reaction product. The product is: [Cl:29][C:30]1[N:35]=[C:34]([NH:1][C:2]2[CH:28]=[CH:27][CH:26]=[CH:25][C:3]=2[CH2:4][NH:5][C:6]([NH:8][C:9]2[N:13]([C:14]3[CH:19]=[CH:18][C:17]([CH3:20])=[CH:16][CH:15]=3)[N:12]=[C:11]([C:21]([CH3:23])([CH3:24])[CH3:22])[CH:10]=2)=[O:7])[CH:33]=[CH:32][N:31]=1. (3) Given the reactants CS[C:3]1[N:8]=[C:7]([C:9]2[CH:14]=[CH:13][C:12]([Cl:15])=[CH:11][CH:10]=2)[C:6]([C:16]2[CH:21]=[CH:20][C:19]([Cl:22])=[CH:18][C:17]=2[Cl:23])=[CH:5][N:4]=1.[F:24][C:25]1[CH:32]=[CH:31][C:28]([CH2:29][OH:30])=[CH:27][CH:26]=1, predict the reaction product. The product is: [F:24][C:25]1[CH:32]=[CH:31][C:28]([CH2:29][O:30][C:3]2[N:8]=[C:7]([C:9]3[CH:14]=[CH:13][C:12]([Cl:15])=[CH:11][CH:10]=3)[C:6]([C:16]3[CH:21]=[CH:20][C:19]([Cl:22])=[CH:18][C:17]=3[Cl:23])=[CH:5][N:4]=2)=[CH:27][CH:26]=1. (4) Given the reactants CC(C)([O-])C.[K+].[CH2:7]([O:9][C:10](=[O:31])[CH2:11][CH2:12][CH2:13][CH2:14][CH2:15][CH:16]([C:24]([O:26][C:27]([CH3:30])([CH3:29])[CH3:28])=[O:25])[C:17]([O:19][C:20]([CH3:23])([CH3:22])[CH3:21])=[O:18])[CH3:8].Cl[C:33]1[S:37][N:36]=[C:35]([CH3:38])[N:34]=1, predict the reaction product. The product is: [CH2:7]([O:9][C:10](=[O:31])[CH2:11][CH2:12][CH2:13][CH2:14][CH2:15][C:16]([C:24]([O:26][C:27]([CH3:30])([CH3:29])[CH3:28])=[O:25])([C:33]1[S:37][N:36]=[C:35]([CH3:38])[N:34]=1)[C:17]([O:19][C:20]([CH3:21])([CH3:22])[CH3:23])=[O:18])[CH3:8]. (5) Given the reactants [NH2:1][C:2]1[C:3]([C:16]2[CH:24]=[CH:23][C:19]([C:20](O)=[O:21])=[C:18]([F:25])[CH:17]=2)=[N:4][C:5]([C@@H:8]2[CH2:13][CH2:12][C@@H:11]([OH:14])[C@H:10]([F:15])[CH2:9]2)=[CH:6][N:7]=1.Cl.[NH2:27][C@@H:28]([C:31]1[CH:36]=[C:35]([I:37])[CH:34]=[C:33]([F:38])[CH:32]=1)[CH2:29][OH:30].C1C=NC2N(O)N=NC=2C=1.C(Cl)CCl.CCN(C(C)C)C(C)C, predict the reaction product. The product is: [NH2:1][C:2]1[C:3]([C:16]2[CH:24]=[CH:23][C:19]([C:20]([NH:27][C@@H:28]([C:31]3[CH:36]=[C:35]([I:37])[CH:34]=[C:33]([F:38])[CH:32]=3)[CH2:29][OH:30])=[O:21])=[C:18]([F:25])[CH:17]=2)=[N:4][C:5]([C@@H:8]2[CH2:13][CH2:12][C@@H:11]([OH:14])[C@H:10]([F:15])[CH2:9]2)=[CH:6][N:7]=1. (6) Given the reactants C([O:3][C:4](=O)[C:5]([CH3:25])([CH3:24])[C:6]([NH:8][C:9]1[CH:14]=[CH:13][C:12]([O:15][CH2:16][C:17]2[CH:22]=[CH:21][CH:20]=[C:19]([F:23])[CH:18]=2)=[CH:11][CH:10]=1)=[O:7])C.[OH-].[NH4+:28], predict the reaction product. The product is: [F:23][C:19]1[CH:18]=[C:17]([CH:22]=[CH:21][CH:20]=1)[CH2:16][O:15][C:12]1[CH:13]=[CH:14][C:9]([NH:8][C:6](=[O:7])[C:5]([CH3:25])([CH3:24])[C:4]([NH2:28])=[O:3])=[CH:10][CH:11]=1. (7) Given the reactants [Br:1][C:2]1[C:3]([CH3:13])=[C:4]([CH:9]=[C:10]([F:12])[CH:11]=1)[C:5]([O:7][CH3:8])=[O:6].C1C(=O)N([Br:21])C(=O)C1.C(OOC(=O)C1C=CC=CC=1)(=O)C1C=CC=CC=1, predict the reaction product. The product is: [Br:1][C:2]1[C:3]([CH2:13][Br:21])=[C:4]([CH:9]=[C:10]([F:12])[CH:11]=1)[C:5]([O:7][CH3:8])=[O:6]. (8) Given the reactants [CH2:1]1[CH2:5]O[CH2:3][CH2:2]1.[C:6](O)(=O)[CH3:7].[NH2:10][CH2:11][C@@H:12]([OH:31])[C@@H:13]([NH:23]C(=O)OC(C)(C)C)[CH2:14][C:15]1[CH:20]=[C:19]([F:21])[CH:18]=[C:17]([F:22])[CH:16]=1.[Cu]C#N.[ClH:35].C[N:37]1C[CH2:40][CH2:39][C:38]1=O, predict the reaction product. The product is: [ClH:35].[NH2:23][C@@H:13]([CH2:14][C:15]1[CH:16]=[C:17]([F:22])[CH:18]=[C:19]([F:21])[CH:20]=1)[C@H:12]([OH:31])[CH2:11][NH:10][CH2:3][C:2]1[CH:7]=[C:6]2[C:40]([CH:39]=[CH:38][NH:37]2)=[CH:5][CH:1]=1.